This data is from Peptide-MHC class I binding affinity with 185,985 pairs from IEDB/IMGT. The task is: Regression. Given a peptide amino acid sequence and an MHC pseudo amino acid sequence, predict their binding affinity value. This is MHC class I binding data. (1) The peptide sequence is ACQGVGGPGHK. The MHC is HLA-A02:02 with pseudo-sequence HLA-A02:02. The binding affinity (normalized) is 0. (2) The peptide sequence is MHYKLDEVL. The MHC is HLA-B40:01 with pseudo-sequence HLA-B40:01. The binding affinity (normalized) is 0.0847. (3) The peptide sequence is DISVNASKT. The MHC is HLA-A02:06 with pseudo-sequence HLA-A02:06. The binding affinity (normalized) is 0. (4) The peptide sequence is IYTDEVYDY. The MHC is HLA-A69:01 with pseudo-sequence HLA-A69:01. The binding affinity (normalized) is 0.0847. (5) The peptide sequence is ETDDYMFFV. The MHC is HLA-A80:01 with pseudo-sequence HLA-A80:01. The binding affinity (normalized) is 0.0847. (6) The peptide sequence is REAVEDSRFW. The MHC is HLA-B44:03 with pseudo-sequence HLA-B44:03. The binding affinity (normalized) is 0.552. (7) The peptide sequence is STHNTPVYK. The MHC is HLA-A24:02 with pseudo-sequence HLA-A24:02. The binding affinity (normalized) is 0. (8) The peptide sequence is SVDSDHLGY. The MHC is HLA-A02:19 with pseudo-sequence HLA-A02:19. The binding affinity (normalized) is 0.0847.